This data is from Experimentally validated miRNA-target interactions with 360,000+ pairs, plus equal number of negative samples. The task is: Binary Classification. Given a miRNA mature sequence and a target amino acid sequence, predict their likelihood of interaction. (1) The miRNA is ath-miR159a with sequence UUUGGAUUGAAGGGAGCUCUA. The protein sequence of the target gene is MPAYHSSLMDPDTKLIGNMALLPIRSQFKGPAPRETKDTDIVDEAIYYFKANVFFKNYEIKNEADRTLIYITLYISECLKKLQKCNSKSQGEKEMYTLGITNFPIPGEPGFPLNAIYAKPANKQEDEVMRAYLQQLRQETGLRLCEKVFDPQNDKPSKWWTCFVKRQFMNKSLSGPGQ. Result: 0 (no interaction). (2) The miRNA is rno-miR-98-5p with sequence UGAGGUAGUAAGUUGUAUUGUU. The protein sequence of the target gene is MYGKSPTRAVLFLLGLQLTALWPTAAVEIYTPRVLEAVNGTDVRLKCTFSSFAPVGDALTVTWNFRPRDGGPEQFVFYYHVDPFKPMSGRFKDRVAWDGNPERYDVSILLWKLQFDDNGTYTCQVKNPPDVDGLIGEIQLSVVQTVRFSEIHFLALAIGSACALMVIIVIVVVLFQHFRKKRRAERAHRVVEIKSKEEEKLNQEKKASVSLEYTD. Result: 0 (no interaction). (3) The miRNA is cel-miR-80-3p with sequence UGAGAUCAUUAGUUGAAAGCCGA. The protein sequence of the target gene is MDVCARLALWLLWGLLLHQGQSLSHSHSEKNTGASSGATSEESTEAEFCRIDKPLCHSEDEKLSFEAVRNIHKLMDDDANGDVDVEESDEFLREDLNYHDPTVKHSTFHGEDKLISVEDLWKAWKSSEVYNWTVDEVIQWLITYVELPQYEETFRKLQLTGHAMPRLAVTNTTMTGTVLKMTDRSHRQKLQLKALDTVLFGPPLLTRHNHLKDFMLVVSIVIGVGGCWFAYIQNRYSKEHMKKMMKDLEGLHRAEQSLHDLQERLHKAQEEHRTVEVEKVHLEKKLRDEINLAKQEAQRL.... Result: 0 (no interaction). (4) Result: 1 (interaction). The miRNA is hsa-miR-4691-5p with sequence GUCCUCCAGGCCAUGAGCUGCGG. The protein sequence of the target gene is MAERGELDLTGAKQNTGVWLVKVPKYLSQQWAKASGRGEVGKLRIAKTQGRTEVSFTLNEDLANIHDIGGKPASVSAPREHPFVLQSVGGQTLTVFTESSSDKLSLEGIVVQRAECRPAASENYMRLKRLQIEESSKPVRLSQQLDKVVTTNYKPVANHQYNIEYERKKKEDGKRARADKQHVLDMLFSAFEKHQYYNLKDLVDITKQPVVYLKEILKEIGVQNVKGIHKNTWELKPEYRHYQGEEKSD. (5) The miRNA is hsa-miR-520h with sequence ACAAAGUGCUUCCCUUUAGAGU. The protein sequence of the target gene is MKYKNLMARALYDNVPECAEELAFRKGDILTVIEQNTGGLEGWWLCSLHGRQGIVPGNRVKLLIGPMQETASSHEQPASGLMQQTFGQQKLYQVPNPQAAPRDTIYQVPPSYQNQGIYQVPTGHGTQEQEVYQVPPSVQRSIGGTSGPHVGKKVITPVRTGHGYVYEYPSRYQKDVYDIPPSHTTQGVYDIPPSSAKGPVFSVPVGEIKPQGVYDIPPTKGVYAIPPSACRDEAGLREKDYDFPPPMRQAGRPDLRPEGVYDIPPTCTKPAGKDLHVKYNCDIPGAAEPVARRHQSLSPN.... Result: 1 (interaction). (6) The miRNA is mmu-miR-1970 with sequence UGUGUCACUGGGGAUAGGCUUUG. The protein sequence of the target gene is MAILSLRAPGPWQAMQVWADRTLLTPHTGVTSQVLGVAAAVMTPLPGGHAAGRTREARWDAMEYDEKLARFRQAHLNPFNKQSGPRQHEQGPGEEVPDVTPEEALPELPPGEPEFRCPERVMDLGLSEDHFSRPVGLFLASDVQQLRQAIEECKQVILELPEQSEKQKDAVVRLIHLRLKLQELKDPNEDEPNIRVLLEHRFYKEKSKSVKQTCDKCNTIIWGLIQTWYTCTGCYYRCHSKCLNLISKPCVSSKVSHQAEYELNICPETGLDSQDYRCAECRAPISLRGVPSEARQCDYT.... Result: 0 (no interaction).